From a dataset of Reaction yield outcomes from USPTO patents with 853,638 reactions. Predict the reaction yield, written as a fraction of the theoretical maximum amount of product (1.0 means a 100% yield; for example, 0.34 means a 34% yield). (1) The reactants are [C:1]1([C:7]2[S:11][C:10]([C:12]([O:14][CH2:15][CH3:16])=O)=[N:9][N:8]=2)[CH:6]=[CH:5][CH:4]=[CH:3][CH:2]=1.[CH3:17][O:18][C:19]1[CH:20]=[C:21]2[O:25][C:24]([C:26]3[N:27]=[C:28]4[N:32]([CH:33]=3)[N:31]=[C:30]([O:34][CH3:35])[S:29]4)=[CH:23][C:22]2=C(O)C=1.C1(P(C2C=CC=CC=2)C2C=CC=CC=2)C=CC=CC=1.N(C(OC(C)C)=O)=NC(OC(C)C)=O. The catalyst is C1COCC1.N(C(OC(C)C)=O)=NC(OC(C)C)=O.C(Cl)Cl.C1C=CC=CC=1. The product is [CH3:35][O:34][C:30]1[S:29][C:28]2=[N:27][C:26]([C:24]3[O:25][C:21]4[CH:20]=[C:19]([O:18][CH3:17])[CH:16]=[C:15]([O:14][CH2:12][C:10]5[S:11][C:7]([C:1]6[CH:6]=[CH:5][CH:4]=[CH:3][CH:2]=6)=[N:8][N:9]=5)[C:22]=4[CH:23]=3)=[CH:33][N:32]2[N:31]=1. The yield is 0.290. (2) The reactants are C([NH:6][C:7]1[CH:12]=[CH:11][C:10]([N+:13]([O-:15])=[O:14])=[CH:9][C:8]=1[C:16]#[C:17][C:18]([CH3:24])([CH3:23])[C:19]([O:21][CH3:22])=[O:20])(=O)CCC. The catalyst is C(#N)C. The product is [CH3:23][C:18]([C:17]1[NH:6][C:7]2[C:8]([CH:16]=1)=[CH:9][C:10]([N+:13]([O-:15])=[O:14])=[CH:11][CH:12]=2)([CH3:24])[C:19]([O:21][CH3:22])=[O:20]. The yield is 0.230. (3) The reactants are Br[C:2]1[CH:3]=[C:4]2[C:9](=[CH:10][CH:11]=1)[O:8][C:7]([CH3:13])([CH3:12])[CH2:6][C:5]2([CH3:15])[CH3:14].C([Sn](CCCC)(CCCC)[C:21]([O:23]CC)=[CH2:22])CCC.Cl. The catalyst is C(OCC)(=O)C.CCCCCC.Cl[Pd](Cl)([P](C1C=CC=CC=1)(C1C=CC=CC=1)C1C=CC=CC=1)[P](C1C=CC=CC=1)(C1C=CC=CC=1)C1C=CC=CC=1. The product is [C:21]([C:2]1[CH:3]=[C:4]2[C:9](=[CH:10][CH:11]=1)[O:8][C:7]([CH3:13])([CH3:12])[CH2:6][C:5]2([CH3:15])[CH3:14])(=[O:23])[CH3:22]. The yield is 0.460.